This data is from Peptide-MHC class I binding affinity with 185,985 pairs from IEDB/IMGT. The task is: Regression. Given a peptide amino acid sequence and an MHC pseudo amino acid sequence, predict their binding affinity value. This is MHC class I binding data. The peptide sequence is TSTLQEQIAW. The MHC is Patr-B0101 with pseudo-sequence Patr-B0101. The binding affinity (normalized) is 0.